This data is from Reaction yield outcomes from USPTO patents with 853,638 reactions. The task is: Predict the reaction yield, written as a fraction of the theoretical maximum amount of product (1.0 means a 100% yield; for example, 0.34 means a 34% yield). (1) The reactants are [N+:1]([C:4]1[N:8]=[CH:7][NH:6][N:5]=1)([O-:3])=[O:2].[F:9][C:10]([F:21])([F:20])[C:11]1[CH:12]=[C:13](B(O)O)[CH:14]=[CH:15][CH:16]=1.N1C=CC=CC=1. The catalyst is ClCCl.CC([O-])=O.CC([O-])=O.[Cu+2]. The product is [N+:1]([C:4]1[N:8]=[CH:7][N:6]([C:15]2[CH:14]=[CH:13][CH:12]=[C:11]([C:10]([F:21])([F:20])[F:9])[CH:16]=2)[N:5]=1)([O-:3])=[O:2]. The yield is 0.490. (2) The reactants are O[CH2:2][C:3]1[CH:16]=[N:15][C:6]2[C:7]3[N:8]([CH:12]=[CH:13][CH:14]=3)[C:9](=[O:11])[NH:10][C:5]=2[CH:4]=1.Cl.Cl.[CH2:19]([NH:21][C:22](=[O:36])[C:23]1[CH:28]=[CH:27][C:26]([N:29]2[CH2:34][CH2:33][NH:32][CH2:31][CH2:30]2)=[C:25]([CH3:35])[CH:24]=1)[CH3:20].[I-].C(C[P+](C)(C)C)#N.C(N(C(C)C)C(C)C)C. The catalyst is C(#N)CC. The product is [CH2:19]([NH:21][C:22](=[O:36])[C:23]1[CH:28]=[CH:27][C:26]([N:29]2[CH2:30][CH2:31][N:32]([CH2:2][C:3]3[CH:16]=[N:15][C:6]4[C:7]5[N:8]([CH:12]=[CH:13][CH:14]=5)[C:9](=[O:11])[NH:10][C:5]=4[CH:4]=3)[CH2:33][CH2:34]2)=[C:25]([CH3:35])[CH:24]=1)[CH3:20]. The yield is 0.270.